Dataset: Reaction yield outcomes from USPTO patents with 853,638 reactions. Task: Predict the reaction yield, written as a fraction of the theoretical maximum amount of product (1.0 means a 100% yield; for example, 0.34 means a 34% yield). The reactants are [OH-].[Li+].[Br:3][C:4]1[N:5]([C:19]2[C:28]3[C:23](=[CH:24][CH:25]=[CH:26][CH:27]=3)[C:22]([CH:29]3[CH2:31][CH2:30]3)=[CH:21][CH:20]=2)[C:6]([S:9][C:10]2([C:14]([O:16]CC)=[O:15])[CH2:13][CH2:12][CH2:11]2)=[N:7][N:8]=1. The catalyst is C1COCC1.CO. The product is [Br:3][C:4]1[N:5]([C:19]2[C:28]3[C:23](=[CH:24][CH:25]=[CH:26][CH:27]=3)[C:22]([CH:29]3[CH2:31][CH2:30]3)=[CH:21][CH:20]=2)[C:6]([S:9][C:10]2([C:14]([OH:16])=[O:15])[CH2:11][CH2:12][CH2:13]2)=[N:7][N:8]=1. The yield is 0.750.